From a dataset of Forward reaction prediction with 1.9M reactions from USPTO patents (1976-2016). Predict the product of the given reaction. (1) Given the reactants [CH3:1][O:2][C:3](=[O:22])[C:4]1[C:9](Cl)=[CH:8][C:7]([CH3:11])=[N:6][C:5]=1[O:12][C:13]1[C:18]([CH3:19])=[CH:17][C:16]([CH3:20])=[CH:15][C:14]=1[CH3:21].[S:23]1[CH:27]=[CH:26][CH:25]=[C:24]1[CH2:28][NH:29][CH2:30][CH2:31][OH:32], predict the reaction product. The product is: [CH3:1][O:2][C:3](=[O:22])[C:4]1[C:9]([N:29]([CH2:30][CH2:31][OH:32])[CH2:28][C:24]2[S:23][CH:27]=[CH:26][CH:25]=2)=[CH:8][C:7]([CH3:11])=[N:6][C:5]=1[O:12][C:13]1[C:18]([CH3:19])=[CH:17][C:16]([CH3:20])=[CH:15][C:14]=1[CH3:21]. (2) Given the reactants [CH:1]1[C:2]([C:10]#[N:11])=[CH:3][N:4]2[C:9]=1[CH:8]=[CH:7][CH:6]=[CH:5]2.F[B-](F)(F)F.C1(P(C2CCCC2)C2CCCC2)CCCC1.C([O-])([O-])=O.[Cs+].[Cs+].Cl[C:40]1[CH:45]=[CH:44][N:43]=[CH:42][CH:41]=1, predict the reaction product. The product is: [N:43]1[CH:44]=[CH:45][C:40]([C:3]2[N:4]3[C:9]([CH:8]=[CH:7][CH:6]=[CH:5]3)=[CH:1][C:2]=2[C:10]#[N:11])=[CH:41][CH:42]=1.